This data is from Reaction yield outcomes from USPTO patents with 853,638 reactions. The task is: Predict the reaction yield, written as a fraction of the theoretical maximum amount of product (1.0 means a 100% yield; for example, 0.34 means a 34% yield). (1) The reactants are [CH3:1][O:2][C:3]1[CH:4]=[C:5]([C:8]([O:11]COC)=[CH:9][N:10]=1)[CH:6]=[O:7].Cl.[C:16]([O-])([O-])=[O:17].[K+].[K+].C1[CH2:26][O:25][CH2:24]C1. The catalyst is O. The product is [OH:11][C:8]1[C:5]([CH:6]=[O:7])=[CH:4][C:3]([O:2][CH2:1][CH2:24][O:25][CH3:26])=[N:10][CH:9]=1.[OH:11][C:8]1[CH:9]=[N:10][C:3]([O:2][CH2:1][CH2:24][O:25][CH3:26])=[C:4]([CH:5]=1)[CH:16]=[O:17]. The yield is 0.600. (2) The reactants are [N:1]1[CH:6]=[CH:5][CH:4]=[C:3]([CH:7]=[O:8])[CH:2]=1.[CH3:9][C:10](=[N:14]O)[C:11](=O)[CH3:12].[ClH:16].C(OCC)(=O)C. No catalyst specified. The product is [Cl:16][CH2:9][C:10]1[N:14]=[C:7]([C:3]2[CH:2]=[N:1][CH:6]=[CH:5][CH:4]=2)[O:8][C:11]=1[CH3:12]. The yield is 0.190.